Dataset: Forward reaction prediction with 1.9M reactions from USPTO patents (1976-2016). Task: Predict the product of the given reaction. (1) Given the reactants [CH3:1][O:2][C:3]1[CH:4]=[C:5]([CH2:26]O)[CH:6]=[CH:7][C:8]=1[O:9][CH2:10][C:11]1[N:12]=[C:13]([C:17]2[CH:22]=[CH:21][CH:20]=[C:19]([N+:23]([O-:25])=[O:24])[CH:18]=2)[O:14][C:15]=1[CH3:16].S(Cl)([Cl:30])=O, predict the reaction product. The product is: [Cl:30][CH2:26][C:5]1[CH:6]=[CH:7][C:8]([O:9][CH2:10][C:11]2[N:12]=[C:13]([C:17]3[CH:22]=[CH:21][CH:20]=[C:19]([N+:23]([O-:25])=[O:24])[CH:18]=3)[O:14][C:15]=2[CH3:16])=[C:3]([O:2][CH3:1])[CH:4]=1. (2) Given the reactants [CH3:1][N:2]([C:22]1[CH:27]=[CH:26][N:25]=[C:24]([C:28]2[CH:33]=[CH:32][CH:31]=[CH:30][CH:29]=2)[N:23]=1)[C:3]1[CH:8]=[CH:7][N:6]=[C:5]([NH:9][C@H:10]([CH2:15][C:16]2[CH:21]=[CH:20][CH:19]=[CH:18][CH:17]=2)[C:11]([O:13]C)=[O:12])[N:4]=1.C1(S)C=CC=CC=1.C([O-])([O-])=O.[K+].[K+], predict the reaction product. The product is: [CH3:1][N:2]([C:22]1[CH:27]=[CH:26][N:25]=[C:24]([C:28]2[CH:33]=[CH:32][CH:31]=[CH:30][CH:29]=2)[N:23]=1)[C:3]1[CH:8]=[CH:7][N:6]=[C:5]([NH:9][C@H:10]([CH2:15][C:16]2[CH:17]=[CH:18][CH:19]=[CH:20][CH:21]=2)[C:11]([OH:13])=[O:12])[N:4]=1. (3) Given the reactants [Cl:1][CH2:2][C:3]1[NH:7][C:6]2[CH:8]=[CH:9][CH:10]=[CH:11][C:5]=2[N:4]=1.[C:12](O[C:12]([O:14][C:15]([CH3:18])([CH3:17])[CH3:16])=[O:13])([O:14][C:15]([CH3:18])([CH3:17])[CH3:16])=[O:13], predict the reaction product. The product is: [Cl:1][CH2:2][C:3]1[N:4]([C:12]([O:14][C:15]([CH3:18])([CH3:17])[CH3:16])=[O:13])[C:5]2[CH:11]=[CH:10][CH:9]=[CH:8][C:6]=2[N:7]=1. (4) Given the reactants C(NC(C)C)(C)C.[CH3:8][N:9]([CH3:30])[CH:10]1[CH2:14][CH2:13][N:12]([C:15]2[CH:20]=[CH:19][C:18]([NH:21][C:22]([C:24]3[O:25][C:26](Br)=[CH:27][CH:28]=3)=[O:23])=[CH:17][CH:16]=2)[CH2:11]1.[C:31]([C:33]1[CH:38]=[CH:37][C:36]([CH3:39])=[CH:35][CH:34]=1)#[CH:32], predict the reaction product. The product is: [CH3:8][N:9]([CH3:30])[CH:10]1[CH2:14][CH2:13][N:12]([C:15]2[CH:20]=[CH:19][C:18]([NH:21][C:22]([C:24]3[O:25][C:26]([C:32]#[C:31][C:33]4[CH:38]=[CH:37][C:36]([CH3:39])=[CH:35][CH:34]=4)=[CH:27][CH:28]=3)=[O:23])=[CH:17][CH:16]=2)[CH2:11]1. (5) Given the reactants [CH2:1]([O:8][C:9]1[N:18]=[C:17]([C:19]2[CH:20]=[C:21]3[C:25](=[CH:26][CH:27]=2)[N:24]([CH3:28])[CH:23]=[CH:22]3)[C:16]([CH2:29][CH3:30])=[C:15]([O:31][CH2:32][C:33]2[CH:38]=[CH:37][CH:36]=[CH:35][CH:34]=2)[C:10]=1[C:11]([O:13][CH3:14])=[O:12])[C:2]1[CH:7]=[CH:6][CH:5]=[CH:4][CH:3]=1.C1C(=O)N([Cl:46])C(=O)C1, predict the reaction product. The product is: [CH2:1]([O:8][C:9]1[N:18]=[C:17]([C:19]2[CH:20]=[C:21]3[C:25](=[CH:26][CH:27]=2)[N:24]([CH3:28])[CH:23]=[C:22]3[Cl:46])[C:16]([CH2:29][CH3:30])=[C:15]([O:31][CH2:32][C:33]2[CH:34]=[CH:35][CH:36]=[CH:37][CH:38]=2)[C:10]=1[C:11]([O:13][CH3:14])=[O:12])[C:2]1[CH:7]=[CH:6][CH:5]=[CH:4][CH:3]=1. (6) Given the reactants [CH2:1]([N:8]1[CH2:12][C@:11]2([O:18]C)[C:13](=[O:17])[NH:14][C:15](=[O:16])[C@@H:10]2[CH2:9]1)[C:2]1[CH:7]=[CH:6][CH:5]=[CH:4][CH:3]=1.B(Br)(Br)Br, predict the reaction product. The product is: [CH2:1]([N:8]1[CH2:12][C@:11]2([OH:18])[C:13](=[O:17])[NH:14][C:15](=[O:16])[C@@H:10]2[CH2:9]1)[C:2]1[CH:3]=[CH:4][CH:5]=[CH:6][CH:7]=1. (7) The product is: [C:5]1([C@H:9]2[O:13][C:12](=[O:14])[NH:11][C@@H:10]2[C:15]2[CH:20]=[CH:19][N:31]=[C:17]([C:21]#[C:22][C:23]3[CH:28]=[CH:27][CH:26]=[CH:25][CH:24]=3)[CH:16]=2)[CH:4]=[CH:3][CH:8]=[CH:7][CH:6]=1. Given the reactants CO[C:3]1[CH:4]=[C:5]([C@H:9]2[O:13][C:12](=[O:14])[NH:11][C@@H:10]2[C:15]2[CH:20]=[CH:19]C=[C:17]([C:21]#[C:22][C:23]3[CH:28]=[CH:27][CH:26]=[CH:25][CH:24]=3)[CH:16]=2)[CH:6]=[CH:7][CH:8]=1.BrC1C=C([C@@H]2[C@@H](C3C=CC=CC=3)OC(=O)N2)C=C[N:31]=1.C1(C#C)C=CC=CC=1, predict the reaction product. (8) Given the reactants Cl[C:2]1[N:7]2[N:8]=[C:9]([NH:11][C:12](=[O:19])[C:13]3[CH:18]=[CH:17][CH:16]=[N:15][CH:14]=3)[N:10]=[C:6]2[CH:5]=[C:4]([C:20]([F:23])([F:22])[F:21])[CH:3]=1.Cl.[OH:25][CH2:26][C@@H:27]1[CH2:32][CH2:31][CH2:30][CH2:29][C@H:28]1[NH2:33], predict the reaction product. The product is: [OH:25][CH2:26][CH:27]1[CH2:32][CH2:31][CH2:30][CH2:29][CH:28]1[NH:33][C:2]1[N:7]2[N:8]=[C:9]([NH:11][C:12](=[O:19])[C:13]3[CH:18]=[CH:17][CH:16]=[N:15][CH:14]=3)[N:10]=[C:6]2[CH:5]=[C:4]([C:20]([F:23])([F:22])[F:21])[CH:3]=1.